Predict the reactants needed to synthesize the given product. From a dataset of Full USPTO retrosynthesis dataset with 1.9M reactions from patents (1976-2016). (1) Given the product [C:12]([O:11][C:9]([NH:16][CH:17]1[CH2:22][CH2:21][CH:20]([C:23]([OH:25])=[O:24])[CH2:19][CH2:18]1)=[O:10])([CH3:13])([CH3:14])[CH3:15], predict the reactants needed to synthesize it. The reactants are: [C:12]([O:11][C:9](O[C:9]([O:11][C:12]([CH3:15])([CH3:14])[CH3:13])=[O:10])=[O:10])([CH3:15])([CH3:14])[CH3:13].[NH2:16][C@@H:17]1[CH2:22][CH2:21][C@H:20]([C:23]([OH:25])=[O:24])[CH2:19][CH2:18]1.C(N(CC)CC)C. (2) Given the product [CH2:9]([N:11]([CH2:16][CH3:17])[CH2:12][CH2:13][N:14]([CH3:15])[C:3]1[S:4][CH2:5][C:6](=[O:8])[N:7]=1)[CH3:10], predict the reactants needed to synthesize it. The reactants are: CS[C:3]1[S:4][CH2:5][C:6](=[O:8])[N:7]=1.[CH2:9]([N:11]([CH2:16][CH3:17])[CH2:12][CH2:13][NH:14][CH3:15])[CH3:10]. (3) Given the product [NH2:23][C:20]1[N:21]=[CH:22][C:17]([C:3]2[CH:4]=[CH:5][C:6]([C:25]3[CH:30]=[CH:29][CH:28]=[CH:27][C:26]=3[N:31]3[CH2:35][CH2:34][NH:33][C:32]3=[O:36])=[CH:7][C:2]=2[F:1])=[N:18][CH:19]=1, predict the reactants needed to synthesize it. The reactants are: [F:1][C:2]1[CH:7]=[C:6](B2OC(C)(C)C(C)(C)O2)[CH:5]=[CH:4][C:3]=1[C:17]1[N:18]=[CH:19][C:20]([NH2:23])=[N:21][CH:22]=1.Br[C:25]1[CH:30]=[CH:29][CH:28]=[CH:27][C:26]=1[N:31]1[CH2:35][CH2:34][NH:33][C:32]1=[O:36]. (4) The reactants are: [CH2:1]1[C:10]2[C:5](=[CH:6][CH:7]=[CH:8][CH:9]=2)[CH2:4][CH2:3][N:2]1[CH2:11][CH2:12][NH2:13].[N+:14]([C:17]1[CH:26]=[C:25]2[C:20]([CH2:21][CH2:22][CH2:23][C:24]2=O)=[CH:19][CH:18]=1)([O-:16])=[O:15].C(O)(C(F)(F)F)=O. Given the product [CH2:1]1[C:10]2[C:5](=[CH:6][CH:7]=[CH:8][CH:9]=2)[CH2:4][CH2:3][N:2]1[CH2:11][CH2:12][N:13]=[C:24]1[C:25]2[C:20](=[CH:19][CH:18]=[C:17]([N+:14]([O-:16])=[O:15])[CH:26]=2)[CH2:21][CH2:22][CH2:23]1, predict the reactants needed to synthesize it. (5) Given the product [CH3:30][C:20]1[CH:25]=[CH:24][C:23]([S:26]([O:1][C@H:2]([C@@H:4]2[CH2:5][C:6](=[O:19])[N:7]([C@H:9]([C:11]3[CH:12]=[CH:13][C:14]([O:17][CH3:18])=[CH:15][CH:16]=3)[CH3:10])[CH2:8]2)[CH3:3])(=[O:28])=[O:27])=[CH:22][CH:21]=1, predict the reactants needed to synthesize it. The reactants are: [OH:1][C@H:2]([C@H:4]1[CH2:8][N:7]([C@H:9]([C:11]2[CH:16]=[CH:15][C:14]([O:17][CH3:18])=[CH:13][CH:12]=2)[CH3:10])[C:6](=[O:19])[CH2:5]1)[CH3:3].[C:20]1([CH3:30])[CH:25]=[CH:24][C:23]([S:26](Cl)(=[O:28])=[O:27])=[CH:22][CH:21]=1.N1C=CC=CC=1.ClCCl. (6) Given the product [CH2:15]([NH:22][CH:11]1[CH2:12][CH2:13][N:8]([C:6]([O:5][C:1]([CH3:4])([CH3:3])[CH3:2])=[O:7])[CH2:9][CH2:10]1)[C:16]1[CH:21]=[CH:20][CH:19]=[CH:18][CH:17]=1, predict the reactants needed to synthesize it. The reactants are: [C:1]([O:5][C:6]([N:8]1[CH2:13][CH2:12][C:11](=O)[CH2:10][CH2:9]1)=[O:7])([CH3:4])([CH3:3])[CH3:2].[CH2:15]([NH2:22])[C:16]1[CH:21]=[CH:20][CH:19]=[CH:18][CH:17]=1.C(O)(=O)C.C(O[BH-](OC(=O)C)OC(=O)C)(=O)C.[Na+].[OH-].[Na+]. (7) Given the product [NH2:17][C:11]1[C:12]([C:14]([OH:16])=[O:15])=[CH:13][C:6]2[O:5][CH:4]([CH2:3][O:2][CH3:1])[CH2:9][O:8][C:7]=2[CH:10]=1, predict the reactants needed to synthesize it. The reactants are: [CH3:1][O:2][CH2:3][CH:4]1[CH2:9][O:8][C:7]2[CH:10]=[C:11]([N+:17]([O-])=O)[C:12]([C:14]([OH:16])=[O:15])=[CH:13][C:6]=2[O:5]1.